Dataset: Full USPTO retrosynthesis dataset with 1.9M reactions from patents (1976-2016). Task: Predict the reactants needed to synthesize the given product. (1) The reactants are: [NH2:1][C:2]1[CH:9]=[C:8]([F:10])[CH:7]=[CH:6][C:3]=1[C:4]#[N:5].Br.Br[CH:13]([C:15]1[CH:16]=[C:17]([C:32]([N:34]([CH3:36])[CH3:35])=[O:33])[CH:18]=[C:19]2[C:24]=1[O:23][C:22]([N:25]1[CH2:30][CH2:29][O:28][CH2:27][CH2:26]1)=[CH:21][C:20]2=[O:31])[CH3:14]. Given the product [C:4]([C:3]1[CH:6]=[CH:7][C:8]([F:10])=[CH:9][C:2]=1[NH:1][CH:13]([C:15]1[CH:16]=[C:17]([C:32]([N:34]([CH3:36])[CH3:35])=[O:33])[CH:18]=[C:19]2[C:24]=1[O:23][C:22]([N:25]1[CH2:30][CH2:29][O:28][CH2:27][CH2:26]1)=[CH:21][C:20]2=[O:31])[CH3:14])#[N:5], predict the reactants needed to synthesize it. (2) Given the product [Cl:5][C:6]1[CH:7]=[C:8]2[C:13](=[CH:14][CH:15]=1)[CH:12]=[C:11]([S:16]([CH2:19][C@@H:20]([N:39]([CH3:1])[C:40](=[O:46])[O:41][C:42]([CH3:43])([CH3:45])[CH3:44])[C:21]([N:23]1[CH2:24][CH2:25][CH:26]([N:29]3[CH2:33][C:32]4=[CH:34][N:35]=[C:36]([CH3:37])[N:31]4[C:30]3=[O:38])[CH2:27][CH2:28]1)=[O:22])(=[O:18])=[O:17])[CH:10]=[CH:9]2, predict the reactants needed to synthesize it. The reactants are: [CH3:1]I.[H-].[Na+].[Cl:5][C:6]1[CH:7]=[C:8]2[C:13](=[CH:14][CH:15]=1)[CH:12]=[C:11]([S:16]([CH2:19][C@@H:20]([NH:39][C:40](=[O:46])[O:41][C:42]([CH3:45])([CH3:44])[CH3:43])[C:21]([N:23]1[CH2:28][CH2:27][CH:26]([N:29]3[CH2:33][C:32]4=[CH:34][N:35]=[C:36]([CH3:37])[N:31]4[C:30]3=[O:38])[CH2:25][CH2:24]1)=[O:22])(=[O:18])=[O:17])[CH:10]=[CH:9]2.O. (3) Given the product [C:1]([C:5]1[CH:10]=[CH:9][N:8]=[C:7]([NH:11][C:17]([NH:19][C:20]2[CH:21]=[CH:36][C:30]([O:29][C:28]3[CH:27]=[CH:26][C:25]([Cl:24])=[CH:38][CH:37]=3)=[CH:31][CH:32]=2)=[O:18])[CH:6]=1)([CH3:4])([CH3:2])[CH3:3], predict the reactants needed to synthesize it. The reactants are: [C:1]([C:5]1[CH:10]=[CH:9][N:8]=[C:7]([NH2:11])[CH:6]=1)([CH3:4])([CH3:3])[CH3:2].C1N=CN([C:17]([N:19]2C=N[CH:21]=[CH:20]2)=[O:18])C=1.[Cl:24][C:25]1[CH:38]=[CH:37][C:28]([O:29][C:30]2[CH:36]=CC(N)=[CH:32][CH:31]=2)=[CH:27][CH:26]=1.C(O)(=O)CC(CC(O)=O)(C(O)=O)O.